This data is from Reaction yield outcomes from USPTO patents with 853,638 reactions. The task is: Predict the reaction yield, written as a fraction of the theoretical maximum amount of product (1.0 means a 100% yield; for example, 0.34 means a 34% yield). (1) The reactants are [NH:1]1[C:5]([CH2:6][C:7]([OH:9])=O)=[CH:4][N:3]=[CH:2]1.CN(C(ON1N=NC2C=CC=NC1=2)=[N+](C)C)C.F[P-](F)(F)(F)(F)F.C(N(CC)C(C)C)(C)C.[CH3:43][N:44]([CH3:75])[C:45](=[O:74])[O:46][C:47]1[CH:52]=[CH:51][CH:50]=[C:49]([NH:53][C:54]([C:56]2([CH2:72][NH2:73])[CH2:61][CH2:60][N:59]([C:62]3[C:63]4[C:70]([CH3:71])=[CH:69][NH:68][C:64]=4[N:65]=[CH:66][N:67]=3)[CH2:58][CH2:57]2)=[O:55])[CH:48]=1. The catalyst is C(Cl)Cl.O. The product is [CH3:75][N:44]([CH3:43])[C:45](=[O:74])[O:46][C:47]1[CH:52]=[CH:51][CH:50]=[C:49]([NH:53][C:54]([C:56]2([CH2:72][NH:73][C:7](=[O:9])[CH2:6][C:5]3[NH:1][CH:2]=[N:3][CH:4]=3)[CH2:57][CH2:58][N:59]([C:62]3[C:63]4[C:70]([CH3:71])=[CH:69][NH:68][C:64]=4[N:65]=[CH:66][N:67]=3)[CH2:60][CH2:61]2)=[O:55])[CH:48]=1. The yield is 0.720. (2) The reactants are [NH2:1][CH2:2][CH2:3][N:4]1[C:12]2[C:7](=[CH:8][CH:9]=[C:10]([S:13][CH3:14])[CH:11]=2)[CH:6]=[C:5]1[C:15](=O)[CH:16]([CH3:18])[CH3:17].CCN(CC)CC.[BH4-].[Na+]. The catalyst is CO. The product is [CH:16]([CH:15]1[C:5]2=[CH:6][C:7]3[CH:8]=[CH:9][C:10]([S:13][CH3:14])=[CH:11][C:12]=3[N:4]2[CH2:3][CH2:2][NH:1]1)([CH3:18])[CH3:17]. The yield is 0.425. (3) The reactants are [CH3:1][C:2]1([CH3:15])[O:6][C@H:5]([C@H:7]2[O:12]C(=O)[C@@H](O)[C@H]2O)[CH2:4][O:3]1.I([O-])(=O)(=O)=O.[Na+].[OH-].[Na+].[BH4-].[Na+]. The catalyst is O.CC(C)=O. The product is [CH3:1][C:2]1([CH3:15])[O:6][C@H:5]([CH2:7][OH:12])[CH2:4][O:3]1. The yield is 0.557.